From a dataset of Reaction yield outcomes from USPTO patents with 853,638 reactions. Predict the reaction yield, written as a fraction of the theoretical maximum amount of product (1.0 means a 100% yield; for example, 0.34 means a 34% yield). (1) The reactants are Cl[C:2]1[N:7]=[C:6]([NH:8][CH2:9][CH2:10][CH3:11])[N:5]=[C:4]([NH:12][CH2:13][CH2:14][CH3:15])[N:3]=1.C(N(C(C)C)C(C)C)C.Cl.[O:26]1[CH2:31][CH2:30][CH2:29][CH2:28][NH:27]1.C([O-])(O)=O.[Na+]. The catalyst is O1CCCC1. The product is [O:26]1[CH2:31][CH2:30][CH2:29][CH2:28][N:27]1[C:2]1[N:7]=[C:6]([NH:8][CH2:9][CH2:10][CH3:11])[N:5]=[C:4]([NH:12][CH2:13][CH2:14][CH3:15])[N:3]=1. The yield is 0.890. (2) The product is [O:17]1[C:21]2[CH:22]=[CH:23][CH:24]=[CH:25][C:20]=2[C:19]([NH:26][C:27]([N:29]2[CH2:34][CH2:33][N:32]([C:2]3[S:6][N:5]=[C:4]([CH:7]([CH3:9])[CH3:8])[N:3]=3)[CH2:31][CH2:30]2)=[O:28])=[N:18]1. The catalyst is CN(C)C=O. The yield is 0.203. The reactants are Cl[C:2]1[S:6][N:5]=[C:4]([CH:7]([CH3:9])[CH3:8])[N:3]=1.FC(F)(F)C(O)=O.[O:17]1[C:21]2[CH:22]=[CH:23][CH:24]=[CH:25][C:20]=2[C:19]([NH:26][C:27]([N:29]2[CH2:34][CH2:33][NH:32][CH2:31][CH2:30]2)=[O:28])=[N:18]1.C(N(CC)CC)C.O.